Task: Predict the product of the given reaction.. Dataset: Forward reaction prediction with 1.9M reactions from USPTO patents (1976-2016) (1) Given the reactants [F:1][C:2]1[CH:19]=[CH:18][C:5]([CH2:6][N:7]2[C:15]3[C:10](=[CH:11][C:12]([CH:16]=O)=[CH:13][CH:14]=3)[CH:9]=[N:8]2)=[C:4]([C:20]([F:23])([F:22])[F:21])[CH:3]=1.[O:24]=[C:25]1[CH2:29][S:28][C:27]([N:30]2[CH2:35][CH2:34][CH:33]([C:36]([OH:38])=[O:37])[CH2:32][CH2:31]2)=[N:26]1, predict the reaction product. The product is: [F:1][C:2]1[CH:19]=[CH:18][C:5]([CH2:6][N:7]2[C:15]3[C:10](=[CH:11][C:12]([CH:16]=[C:29]4[S:28][C:27]([N:30]5[CH2:31][CH2:32][CH:33]([C:36]([OH:38])=[O:37])[CH2:34][CH2:35]5)=[N:26][C:25]4=[O:24])=[CH:13][CH:14]=3)[CH:9]=[N:8]2)=[C:4]([C:20]([F:21])([F:23])[F:22])[CH:3]=1. (2) Given the reactants OC(C(F)(F)F)=O.[C:8]([C:12]1[NH:13][C:14]2[C:27]3[CH:26]=[N:25][N:24]=[C:23]([O:28]C)[C:22]=3[C:21]3[C:16](=[CH:17][CH:18]=[C:19]([F:30])[CH:20]=3)[C:15]=2[N:31]=1)([CH3:11])([CH3:10])[CH3:9].Cl.[OH-].[Na+], predict the reaction product. The product is: [C:8]([C:12]1[NH:13][C:14]2[C:27]3[CH:26]=[N:25][NH:24][C:23](=[O:28])[C:22]=3[C:21]3[C:16](=[CH:17][CH:18]=[C:19]([F:30])[CH:20]=3)[C:15]=2[N:31]=1)([CH3:11])([CH3:9])[CH3:10]. (3) Given the reactants [F:1][C:2]1([F:17])[O:6][C:5]2[CH:7]=[CH:8][C:9]([C:11]3([C:14](Cl)=[O:15])[CH2:13][CH2:12]3)=[CH:10][C:4]=2[O:3]1.[NH2:18][C:19]1[N:24]=[C:23]([C:25]2[CH:26]=[C:27]([CH:35]=[CH:36][CH:37]=2)[C:28]([O:30][C:31]([CH3:34])([CH3:33])[CH3:32])=[O:29])[C:22]([CH3:38])=[CH:21][N:20]=1, predict the reaction product. The product is: [F:1][C:2]1([F:17])[O:6][C:5]2[CH:7]=[CH:8][C:9]([C:11]3([C:14]([NH:18][C:19]4[N:24]=[C:23]([C:25]5[CH:26]=[C:27]([CH:35]=[CH:36][CH:37]=5)[C:28]([O:30][C:31]([CH3:33])([CH3:34])[CH3:32])=[O:29])[C:22]([CH3:38])=[CH:21][N:20]=4)=[O:15])[CH2:13][CH2:12]3)=[CH:10][C:4]=2[O:3]1. (4) Given the reactants [Br:1][C:2]1[CH:7]=[CH:6][C:5]([C:8](=O)[CH2:9][CH2:10][CH3:11])=[CH:4][CH:3]=1.[C:13]([NH2:17])([CH3:16])([CH3:15])[CH3:14], predict the reaction product. The product is: [Br:1][C:2]1[CH:7]=[CH:6][C:5]([C:8](=[N:17][C:13]([CH3:16])([CH3:15])[CH3:14])[CH2:9][CH2:10][CH3:11])=[CH:4][CH:3]=1. (5) Given the reactants C([O:4][CH2:5][C:6]1[CH:7]=[C:8]([CH:18]=[C:19]([O:21][C@@H:22]([CH3:26])[CH2:23][O:24][CH3:25])[CH:20]=1)[C:9]([NH:11][C:12]1[S:13][C:14]([F:17])=[CH:15][N:16]=1)=[O:10])(=O)C.[OH-].[Na+], predict the reaction product. The product is: [OH:4][CH2:5][C:6]1[CH:7]=[C:8]([CH:18]=[C:19]([O:21][C@@H:22]([CH3:26])[CH2:23][O:24][CH3:25])[CH:20]=1)[C:9]([NH:11][C:12]1[S:13][C:14]([F:17])=[CH:15][N:16]=1)=[O:10]. (6) Given the reactants [CH3:1][NH:2][C:3](=[O:15])[C:4]1[CH:9]=[C:8](Br)[C:7]([CH3:11])=[CH:6][C:5]=1[O:12][CH2:13][CH3:14].[C-:16]#[N:17].[Na+].C(OCC)(=O)C.O, predict the reaction product. The product is: [CH3:1][NH:2][C:3](=[O:15])[C:4]1[CH:9]=[C:8]([C:16]#[N:17])[C:7]([CH3:11])=[CH:6][C:5]=1[O:12][CH2:13][CH3:14]. (7) Given the reactants [CH3:1][C:2]1[O:6][N:5]=[C:4]([C:7]2[CH:12]=[CH:11][CH:10]=[CH:9][CH:8]=2)[C:3]=1[CH2:13][O:14][C:15]1[N:16]=[CH:17][C:18]([C:21]([OH:23])=O)=[N:19][CH:20]=1.[F:24][C:25]1([F:32])[CH2:30][CH2:29][CH:28]([NH2:31])[CH2:27][CH2:26]1, predict the reaction product. The product is: [F:24][C:25]1([F:32])[CH2:30][CH2:29][CH:28]([NH:31][C:21]([C:18]2[CH:17]=[N:16][C:15]([O:14][CH2:13][C:3]3[C:4]([C:7]4[CH:8]=[CH:9][CH:10]=[CH:11][CH:12]=4)=[N:5][O:6][C:2]=3[CH3:1])=[CH:20][N:19]=2)=[O:23])[CH2:27][CH2:26]1.